This data is from Forward reaction prediction with 1.9M reactions from USPTO patents (1976-2016). The task is: Predict the product of the given reaction. (1) Given the reactants [Cl:1][C:2]1[N:3]=[N:4][C:5]([Cl:9])=[CH:6][C:7]=1Cl.[NH3:10], predict the reaction product. The product is: [NH2:10][C:7]1[CH:6]=[C:5]([Cl:9])[N:4]=[N:3][C:2]=1[Cl:1]. (2) Given the reactants C([Mg]Cl)(C)C.Br[C:7]1[CH:8]=[N:9][CH:10]=[C:11]([C:13]#[C:14][C:15]2[CH:20]=[CH:19][CH:18]=[CH:17][CH:16]=2)[CH:12]=1.C(N(CC)CC)C.[CH3:28][S:29]C, predict the reaction product. The product is: [CH3:28][S:29][C:7]1[CH:8]=[N:9][CH:10]=[C:11]([C:13]#[C:14][C:15]2[CH:20]=[CH:19][CH:18]=[CH:17][CH:16]=2)[CH:12]=1. (3) Given the reactants [C:1]1(=[O:29])[N:5]([CH2:6][CH:7]([C:15]2[NH:16][C:17]3[C:22]([CH:23]=2)=[CH:21][CH:20]=[CH:19][N:18]=3)[O:8][CH:9]2[CH2:14][CH2:13][CH2:12][CH2:11][O:10]2)[C:4](=[O:24])[C:3]2=[CH:25][CH:26]=[CH:27][CH:28]=[C:2]12.[OH:30][CH:31](C1NC2C(C=1)=C(OC)C=CN=2)CN1C(=O)C2=CC=CC=C2C1=O.O1C=CCCC1, predict the reaction product. The product is: [CH3:31][O:30][C:21]1[CH:20]=[CH:19][N:18]=[C:17]2[C:22]=1[CH:23]=[C:15]([CH:7]([O:8][CH:9]1[CH2:14][CH2:13][CH2:12][CH2:11][O:10]1)[CH2:6][N:5]1[C:4](=[O:24])[C:3]3=[CH:25][CH:26]=[CH:27][CH:28]=[C:2]3[C:1]1=[O:29])[NH:16]2. (4) Given the reactants Br[CH2:2][CH:3]1[O:7][C:6](=[O:8])[N:5]([C:9]2[CH:14]=[CH:13][CH:12]=[CH:11][CH:10]=2)[CH2:4]1.C(=O)([O-])[O-].[Cs+].[Cs+].[CH3:21][NH:22][CH2:23][C:24]1[CH:29]=[CH:28][C:27]([C:30]([CH3:33])([CH3:32])[CH3:31])=[CH:26][CH:25]=1, predict the reaction product. The product is: [C:30]([C:27]1[CH:26]=[CH:25][C:24]([CH2:23][N:22]([CH2:2][CH:3]2[O:7][C:6](=[O:8])[N:5]([C:9]3[CH:14]=[CH:13][CH:12]=[CH:11][CH:10]=3)[CH2:4]2)[CH3:21])=[CH:29][CH:28]=1)([CH3:33])([CH3:31])[CH3:32]. (5) Given the reactants [Cl:1][C:2]1[CH:3]=[C:4]([CH2:9][OH:10])[CH:5]=[N:6][C:7]=1Cl.[N:11]1[C:16]2[CH2:17][NH:18][CH2:19][CH2:20][C:15]=2[C:14]([NH:21][C:22]2[CH:27]=[CH:26][C:25]([C:28]([F:31])([F:30])[F:29])=[CH:24][CH:23]=2)=[N:13][CH:12]=1, predict the reaction product. The product is: [Cl:1][C:2]1[CH:3]=[C:4]([CH2:9][OH:10])[CH:5]=[N:6][C:7]=1[N:18]1[CH2:19][CH2:20][C:15]2[C:14]([NH:21][C:22]3[CH:23]=[CH:24][C:25]([C:28]([F:31])([F:29])[F:30])=[CH:26][CH:27]=3)=[N:13][CH:12]=[N:11][C:16]=2[CH2:17]1. (6) Given the reactants [N+:1]([C:4]1[CH:5]=[C:6]2[C:11](=[O:12])[N:10]([C@@H:13]([CH2:19][CH2:20][C:21]([O:23][CH2:24][CH3:25])=[O:22])[C:14]([O:16][CH2:17][CH3:18])=[O:15])[C:8](=[O:9])[C:7]2=[CH:26][CH:27]=1)([O-])=O, predict the reaction product. The product is: [NH2:1][C:4]1[CH:5]=[C:6]2[C:11](=[O:12])[N:10]([C@@H:13]([CH2:19][CH2:20][C:21]([O:23][CH2:24][CH3:25])=[O:22])[C:14]([O:16][CH2:17][CH3:18])=[O:15])[C:8](=[O:9])[C:7]2=[CH:26][CH:27]=1. (7) The product is: [C:1]1([C:7]2[CH:11]=[C:10]([C:12]3[CH:17]=[CH:16][CH:15]=[CH:14][CH:13]=3)[N:9]([C:18]3[CH:23]=[CH:22][N:21]=[C:20]([S:24]([CH3:25])(=[O:33])=[O:32])[N:19]=3)[N:8]=2)[CH:6]=[CH:5][CH:4]=[CH:3][CH:2]=1. Given the reactants [C:1]1([C:7]2[CH:11]=[C:10]([C:12]3[CH:17]=[CH:16][CH:15]=[CH:14][CH:13]=3)[N:9]([C:18]3[CH:23]=[CH:22][N:21]=[C:20]([S:24][CH3:25])[N:19]=3)[N:8]=2)[CH:6]=[CH:5][CH:4]=[CH:3][CH:2]=1.OOS([O-])=O.[K+].[OH2:32].[OH2:33].O.C([O-])(=O)C.[Na+], predict the reaction product.